Dataset: Full USPTO retrosynthesis dataset with 1.9M reactions from patents (1976-2016). Task: Predict the reactants needed to synthesize the given product. The reactants are: [Zn](C)[CH3:2].[C:4]1([CH:10]=[O:11])[CH2:9][CH2:8][CH2:7][CH2:6][CH:5]=1. Given the product [C:4]1([C@@H:10]([OH:11])[CH3:2])[CH2:9][CH2:8][CH2:7][CH2:6][CH:5]=1, predict the reactants needed to synthesize it.